From a dataset of Human Reference Interactome with 51,813 positive PPI pairs across 8,248 proteins, plus equal number of experimentally-validated negative pairs. Binary Classification. Given two protein amino acid sequences, predict whether they physically interact or not. (1) Result: 0 (the proteins do not interact). Protein 2 (ENSG00000177051) has sequence MDRGSLLPFQLWCPRPFGTYSQNQPRPPSAALKPSACPEPGGGAEPDHGPAHSENTPPALATEVPASQPAPLLSAAAAGDEGRVLLDTWYVIKPGNTKEKVAFFVAHQCGGGSRASSMKVKGHWGSDSSKAKRRRRCLDPTKAPPDPGGREGPPAAEEGPASAGEDVDLLSVAEMVALVEQRAALALQSYPRPTTPAPVVFVSAEQGGPAKGVGSERRSGGGDCSRVAEAVAHFEAQRDSPPTKGLRKEERPGPGPGEVRIAFRISNGREPRAPDSGLPSGGGGRPGCAYPGSPGPGARA.... Protein 1 (ENSG00000068323) has sequence MSHAAEPARDGVEASAEGPRAVFVLLEERRPADSAQLLSLNSLLPESGIVADIELENVLDPDSFYELKSQPLPLRSSLPISLQATPATPATLSASSSAGGSRTPAMSSSSSSRVLLRQQLMRAQAQEQERRERREQAAAAPFPSPAPASPAISVVGVSAGGHTLSRPPPAQVPREVLKVQTHLENPTRYHLQQARRQQVKQYLSTTLGPKLASQALTPPPGPASAQPLPAPEAAHTTGPTGSAPNSPMALLTIGSSSEKEIDDVIDEIISLESSYNDEMLSYLPGGTTGLQLPSTLPVSG.... (2) Protein 1 (ENSG00000084207) has sequence MPPYTVVYFPVRGRCAALRMLLADQGQSWKEEVVTVETWQEGSLKASCLYGQLPKFQDGDLTLYQSNTILRHLGRTLGLYGKDQQEAALVDMVNDGVEDLRCKYISLIYTNYEAGKDDYVKALPGQLKPFETLLSQNQGGKTFIVGDQISFADYNLLDLLLIHEVLAPGCLDAFPLLSAYVGRLSARPKLKAFLASPEYVNLPINGNGKQ*MPPYTVVYFPVRGRCAALRMLLADQGQSWKEEVVTVETWQEGSLKASCLYGQLPKFQDGDLTLYQSNTILRHLGRTLGLYGKDQQEAAL.... Protein 2 (ENSG00000181991) has sequence MQAVRNAGSRFLRSWTWPQTAGRVVARTPAGTICTGARQLQDAAAKQKVEQNAAPSHTKFSIYPPIPGEESSLRWAGKKFEEIPIAHIKASHNNTQIQVVSASNEPLAFASCGTEGFRNAKKGTGIAAQTAGIAAAARAKQKGVIHIRVVVKGLGPGRLSAMHGLIMGGLEVISITDNTPIPHNGCRPRKARKL*MQAVRNAGSRFLRSWTWPQTAGRVVARTPAGTICTGARQLQDAAAKQKVEQNAAPSHTKFSTQIQVVSASNEPLAFASCGTEGFRNAKKGTGIAAQTAGIAAAAR.... Result: 0 (the proteins do not interact). (3) Protein 1 (ENSG00000138834) has sequence MMEIQMDEGGGVVVYQDDYCSGSVMSERVSGLAGSIYREFERLIHCYDEEVVKELMPLVVNVLENLDSVLSENQEHEVELELLREDNEQLLTQYEREKALRRQAEEKFIEFEDALEQEKKELQIQVEHYEFQTRQLELKAKNYADQISRLEERESEMKKEYNALHQRHTEMIQTYVEHIERSKMQQVGGNSQTESSLPGRRKERPTSLNVFPLADGTVRAQIGGKLVPAGDHWHLSDLGQLQSSSSYQCPQDEMSESGQSSAAATPSTTGTKSNTPTSSVPSAAVTPLNESLQPLGDYGV.... Protein 2 (ENSG00000169385) has sequence MVPKLFTSQICLLLLLGLLAVEGSLHVKPPQFTWAQWFETQHINMTSQQCTNAMQVINNYQRRCKNQNTFLLTTFANVVNVCGNPNMTCPSNKTRKNCHHSGSQVPLIHCNLTTPSPQNISNCRYAQTPANMFYIVACDNRDQRRDPPQYPVVPVHLDRII*. Result: 0 (the proteins do not interact). (4) Protein 1 (ENSG00000215114) has sequence MAEGGGPEPGEQERRSSGPRPPSARDLQLALAELYEDEVKCKSSKSNRPKATVFKSPRTPPQRFYSSEHEYSGLNIVRPSTGKIVNELFKEAREHGAVPLNEATRASGDDKSKSFTGGGYRLGSSFCKRSEYIYGENQLQDVQILLKLWSNGFSLDDGELRPYNEPTNAQFLESVKRGEIPLELQRLVHGGQVNLDMEDHQDQEYIKPRLRFKAFSGEGQKLGSLTPEIVSTPSSPEEEDKSILNAVVLIDDSVPTTKIQIRLADGSRLIQRFNSTHRILDVRNFIVQSRPEFAALDFIL.... Protein 2 (ENSG00000145107) has sequence MVSSPCTQASSRTCSRILGLSLGTAALFAAGANVALLLPNWDVTYLLRGLLGRHAMLGTGLWGGGLMVLTAAILISLMGWRYGCFSKSGLCRSVLTALLSGGLALLGALICFVTSGVALKDGPFCMFDVSSFNQTQAWKYGYPFKDLHSRNYLYDRSLWNSVCLEPSAAVVWHVSLFSALLCISLLQLLLVVVHVINSLLGLFCSLCEK*XQTQAWKYGYPFKDLHRIICMTVRSGTPSAWSPLQLLSGTCPSSPPFCASACSSFSWWSFMSSTASWAFSAASARSDRQNLHLQAWVFSS.... Result: 0 (the proteins do not interact). (5) Protein 1 (ENSG00000196497) has sequence MESAGLEQLLRELLLPDTERIRRATEQLQIVLRAPAALPALCDLLASAADPQIRQFAAVLTRRRLNTRWRRLAAEQRESLKSLILTALQRETEHCVSLSLAQLSATIFRKEGLEAWPQLLQLLQHSTHSPHSPEREMGLLLLSVVVTSRPEAFQPHHRELLRLLNETLGEVGSPGLLFYSLRTLTTMAPYLSTEDVPLARMLVPKLIMAMQTLIPIDEAKACEALEALDELLESEVPVITPYLSEVLTFCLEVARNVALGNAIRIRILCCLTFLVKVKSKALLKNRLLPPLLHTLFPIVA.... Protein 2 (ENSG00000092607) has sequence MSSMEEIQVELQCADLWKRFHDIGTEMIITKAGRRMFPAMRVKITGLDPHQQYYIAMDIVPVDNKRYRYVYHSSKWMVAGNADSPVPPRVYIHPDSLASGDTWMRQVVSFDKLKLTNNELDDQGHIILHSMHKYQPRVHVIRKDFSSDLSPTKPVPVGDGVKTFNFPETVFTTVTAYQNQQITRLKIDRNPFAKGFRDSGRNRTGLEAIMETYAFWRPPVRTLTFEDFTTMQKQQGGSTGTSPTTSSTGTPSPSASSHLLSPSCSPPTFHLAPNTFNVGCRESQLCNLNLSDYPPCARSN.... Result: 0 (the proteins do not interact). (6) Protein 1 (ENSG00000092964) has sequence MSYQGKKNIPRITSDRLLIKGGKIVNDDQSFYADIYMEDGLIKQIGENLIVPGGVKTIEAHSRMVIPGGIDVHTRFQMPDQGMTSADDFFQGTKAALAGGTTMIIDHVVPEPGTSLLAAFDQWREWADSKSCCDYSLHVDISEWHKGIQEEMEALVKDHGVNSFLVYMAFKDRFQLTDCQIYEVLSVIRDIGAIAQVHAENGDIIAEEQQRILDLGITGPEGHVLSRPEEVEAEAVNRAITIANQTNCPLYITKVMSKSSAEVIAQARKKGTVVYGEPITASLGTDGSHYWSKNWAKAAA.... Protein 2 (ENSG00000157851) has sequence MLANSASVRILIKGGKVVNDDCTHEADVYIENGIIQQVGRELMIPGGAKVIDATGKLVIPGGIDTSTHFHQTFMNATCVDDFYHGTKAALVGGTTMIIGHVLPDKETSLVDAYEKCRGLADPKVCCDYALHVGITWWAPKVKAEMETLVREKGVNSFQMFMTYKDLYMLRDSELYQVLHACKDIGAIARVHAENGELVAEGAKEALDLGITGPEGIEISRPEELEAEATHRVITIANRTHCPIYLVNVSSISAGDVIAAAKMQGKVVLAETTTAHATLTGLHYYHQDWSHAAAYVTVPPL.... Result: 1 (the proteins interact). (7) Result: 0 (the proteins do not interact). Protein 2 (ENSG00000132718) has sequence MAEITNIRPSFDVSPVVAGLIGASVLVVCVSVTVFVWSCCHQQAEKKQKNPPYKFIHMLKGISIYPETLSNKKKIIKVRRDKDGPGREGGRRNLLVDAAEAGLLSRDKDPRGPSSGSCIDQLPIKMDYGEELRSPITSLTPGESKTTSPSSPEEDVMLGSLTFSVDYNFPKKALVVTIQEAHGLPVMDDQTQGSDPYIKMTILPDKRHRVKTRVLRKTLDPVFDETFTFYGIPYSQLQDLVLHFLVLSFDRFSRDDVIGEVMVPLAGVDPSTGKVQLTRDIIKRNIQKCISRGELQVSLS.... Protein 1 (ENSG00000204388) has sequence MAKAAAIGIDLGTTYSCVGVFQHGKVEIIANDQGNRTTPSYVAFTDTERLIGDAAKNQVALNPQNTVFDAKRLIGRKFGDPVVQSDMKHWPFQVINDGDKPKVQVSYKGETKAFYPEEISSMVLTKMKEIAEAYLGYPVTNAVITVPAYFNDSQRQATKDAGVIAGLNVLRIINEPTAAAIAYGLDRTGKGERNVLIFDLGGGTFDVSILTIDDGIFEVKATAGDTHLGGEDFDNRLVNHFVEEFKRKHKKDISQNKRAVRRLRTACERAKRTLSSSTQASLEIDSLFEGIDFYTSITRA.... (8) Protein 1 (ENSG00000139767) has sequence MASVQQGEKQLFEKFWRGTFKAVATPRPESIIVASITARKPLPRTEPQNNPVVPAQDGPSEKLGQHLATEPLGTNSWERDKTCRELGATRGHSASHDKDLTPPPSSRGKKKKKKSTRKKRRRSSSYSPSPVKKKKKKSSKKHKRRRSFSKKRRHSSSSPKSKRRDEKRHKKQSRSRPRKSHRHRHHRCPSRSQSSESRPSSCESRHRGRSPEEGQKSRRRHSRRCSKTLCKDSPEAQSSRPPSQPLQMLGYLSARGVITGSGSAADLFTKTASPLTTSRGRSQEYDSGNDTSSPPSTQTS.... Protein 2 (ENSG00000174891) has sequence MGRRSSDTEEESRSKRKKKHRRRSSSSSSSDSRTYSRKKGGRKSRSKSRSWSRDLQPRSHSYDRRRRHRSSSSSSYGSRRKRSRSRSRGRGKSYRVQRSRSKSRTRRSRSRPRLRSHSRSSERSSHRRTRSRSRDRERRKGRDKEKREKEKDKGKDKELHNIKRGESGNIKAGLEHLPPAEQAKARLQLVLEAAAKADEALKAKERNEEEAKRRKEEDQATLVEQVKRVKEIEAIESDSFVQQTFRSSKEVKKSVEPSEVKQATSTSGPASAVADPPSTEKEIDPTSIPTAIKYQDDNSL.... Result: 1 (the proteins interact). (9) Protein 1 (ENSG00000174796) has sequence MVKCCSAIGCASRCLPNSKLKGLTFHVFPTDENIKRKWVLAMKRLDVNAAGIWEPKKGDVLCSRHFKKTDFDRSAPNIKLKPGVIPSIFDSPYHLQGKREKLHCRKNFTLKTVPATNYNHHLVGASSCIEEFQSQFIFEHSYSVMDSPKKLKHKLDHVIGELEDTKESLRNVLDREKRFQKSLRKTIRELKDECLISQETANRLDTFCWDCCQESIEQDYIS*MVKCCSAIGCASRCLPNSKLKGLTFHVFPTDENIKRKWVLAMKRLDVNAAGIWEPKKGDVLCSRHFKKTDFDRSAPN.... Protein 2 (ENSG00000184276) has sequence MRIAVLLFAIFFFMSQVLPARGKFKEICERPNGSCRDFCLETEIHVGRCLNSQPCCLPLGHQPRIESTTPKKD*. Result: 0 (the proteins do not interact). (10) Protein 1 (ENSG00000163156) has sequence MSFKREGDDWSQLNVLKKRRVGDLLASYIPEDEALMLRDGRFACAICPHRPVLDTLAMLTAHRAGKKHLSSLQLFYGKKQPGKERKQNPKHQNELRREETKAEAPLLTQTRLITQSALHRAPHYNSCCRRKYRPEAPGPSVSLSPMPPSEVKLQSGKISREPEPAAGPQAEESATVSAPAPMSPTRRRALDHYLTLRSSGWIPDGRGRWVKDENVEFDSDEEEPPDLPLD*MLRDGRFACAICPHRPVLDTLAMLTAHRAGKKHLSSLQLFYGKKQPGKERKQNPKHQNELRREETKAEA.... Protein 2 (ENSG00000171360) has sequence MTSSYSSSSCPLGCTMAPGARNVSVSPIDIGCQPGAEANIAPMCLLANVAHANRVRVGSTPLGRPSLCLPPTCHTACPLPGTCHIPGNIGICGAYGENTLNGHEKETMQFLNDRLANYLEKVRQLEQENAELEATLLERSKCHESTVCPDYQSYFHTIEELQQKILCSKAENARLIVQIDNAKLAADDFRIKLESERSLRQLVEADKCGTQKLLDDATLAKADLEAQQESLKEEQLSLKSNHEQEVKILRSQLGEKLRIELDIEPTIDLNRVLGEMRAQYEAMLETNRQDVEQWFQAQSE.... Result: 1 (the proteins interact).